From a dataset of Reaction yield outcomes from USPTO patents with 853,638 reactions. Predict the reaction yield, written as a fraction of the theoretical maximum amount of product (1.0 means a 100% yield; for example, 0.34 means a 34% yield). (1) The catalyst is O. The product is [NH2:1][C:2]1[S:3][C:4]([N:12]2[CH2:17][CH2:16][CH2:15][CH2:14][CH2:13]2)=[C:5]([C:7]([CH3:10])([CH3:9])[CH3:8])[N:6]=1. The yield is 0.793. The reactants are [NH2:1][C:2]1[S:3][C:4](Br)=[C:5]([C:7]([CH3:10])([CH3:9])[CH3:8])[N:6]=1.[NH:12]1[CH2:17][CH2:16][CH2:15][CH2:14][CH2:13]1.C(=O)([O-])[O-].[K+].[K+].C(#N)C. (2) The reactants are [Cl:1][C:2]1[CH:7]=[CH:6][C:5]([C:8]2[C:12]3[CH2:13][N:14]([C:17](=[O:19])[CH3:18])[CH2:15][CH2:16][C:11]=3[N:10]([CH2:20][C@@H:21]3[CH2:23][O:22]3)[N:9]=2)=[CH:4][C:3]=1[CH3:24].[Cl:25][C:26]1[CH:27]=[CH:28][C:29]2[NH:33][C:32](=[O:34])[N:31]([CH:35]3[CH2:40][CH2:39][NH:38][CH2:37][CH2:36]3)[C:30]=2[CH:41]=1. The catalyst is CCO.C(Cl)Cl. The product is [C:17]([N:14]1[CH2:15][CH2:16][C:11]2[N:10]([CH2:20][C@@H:21]([OH:22])[CH2:23][N:38]3[CH2:37][CH2:36][CH:35]([N:31]4[C:30]5[CH:41]=[C:26]([Cl:25])[CH:27]=[CH:28][C:29]=5[NH:33][C:32]4=[O:34])[CH2:40][CH2:39]3)[N:9]=[C:8]([C:5]3[CH:6]=[CH:7][C:2]([Cl:1])=[C:3]([CH3:24])[CH:4]=3)[C:12]=2[CH2:13]1)(=[O:19])[CH3:18]. The yield is 0.120. (3) The reactants are [NH2:1][C:2]1[CH:3]=[C:4]([C:8]2[CH:15]=[CH:14][C:11]([C:12]#[N:13])=[C:10]([Cl:16])[CH:9]=2)[CH:5]=[N:6][CH:7]=1.[F:17][C:18]1[CH:23]=[CH:22][C:21]([S:24](Cl)(=[O:26])=[O:25])=[CH:20][CH:19]=1. The catalyst is N1C=CC=CC=1. The product is [Cl:16][C:10]1[CH:9]=[C:8]([C:4]2[CH:3]=[C:2]([NH:1][S:24]([C:21]3[CH:22]=[CH:23][C:18]([F:17])=[CH:19][CH:20]=3)(=[O:26])=[O:25])[CH:7]=[N:6][CH:5]=2)[CH:15]=[CH:14][C:11]=1[C:12]#[N:13]. The yield is 0.400. (4) The reactants are C(=O)([O-])[O-].[K+].[K+].[C:7]([CH2:9][C:10]([O:12][CH3:13])=[O:11])#[N:8].Cl[C:15]1[CH:20]=[C:19]([Cl:21])[CH:18]=[CH:17][C:16]=1[N+:22]([O-:24])=[O:23].Cl. The catalyst is O.C(OCC)(=O)C.CN(C)C=O. The product is [Cl:21][C:19]1[CH:18]=[CH:17][C:16]([N+:22]([O-:24])=[O:23])=[C:15]([CH:9]([C:7]#[N:8])[C:10]([O:12][CH3:13])=[O:11])[CH:20]=1. The yield is 0.830.